From a dataset of Full USPTO retrosynthesis dataset with 1.9M reactions from patents (1976-2016). Predict the reactants needed to synthesize the given product. (1) The reactants are: Cl.[C:2]1([N:8]2[CH2:12][CH2:11][C@@H:10]([NH:13][C:14]3[N:19]=[CH:18][C:17](/[CH:20]=[CH:21]/[C:22]([OH:24])=O)=[CH:16][CH:15]=3)[CH2:9]2)[CH:7]=[CH:6][CH:5]=[CH:4][CH:3]=1.[O:25]1[CH2:30][CH2:29][CH2:28][CH2:27][CH:26]1[O:31][NH2:32].ON1C2C=CC=CC=2N=N1.CN(C)CCCN=C=NCC.C([O-])(O)=O.[Na+]. Given the product [C:2]1([N:8]2[CH2:12][CH2:11][C@@H:10]([NH:13][C:14]3[N:19]=[CH:18][C:17](/[CH:20]=[CH:21]/[C:22]([NH:32][O:31][CH:26]4[CH2:27][CH2:28][CH2:29][CH2:30][O:25]4)=[O:24])=[CH:16][CH:15]=3)[CH2:9]2)[CH:3]=[CH:4][CH:5]=[CH:6][CH:7]=1, predict the reactants needed to synthesize it. (2) Given the product [F:23][C:24]1[CH:29]=[C:28]([S:30]([CH3:33])(=[O:32])=[O:31])[C:27]([F:34])=[CH:26][C:25]=1[N:20]([CH3:21])[C@H:17]1[CH2:18][CH2:19][N:15]([CH:12]2[CH2:13][CH2:14][N:9]([C:7]3[S:6][N:5]=[C:4]([CH:1]([CH3:3])[CH3:2])[N:8]=3)[CH2:10][CH2:11]2)[C:16]1=[O:22], predict the reactants needed to synthesize it. The reactants are: [CH:1]([C:4]1[N:8]=[C:7]([N:9]2[CH2:14][CH2:13][CH:12]([N:15]3[CH2:19][CH2:18][C@H:17]([NH:20][CH3:21])[C:16]3=[O:22])[CH2:11][CH2:10]2)[S:6][N:5]=1)([CH3:3])[CH3:2].[F:23][C:24]1[CH:29]=[C:28]([S:30]([CH3:33])(=[O:32])=[O:31])[C:27]([F:34])=[CH:26][C:25]=1F.C([O-])([O-])=O.[Na+].[Na+]. (3) Given the product [F:17][C:18]1[CH:19]=[C:20]([CH:1]([OH:2])[C:3]2[CH:4]=[N:5][CH:6]=[CH:7][C:8]=2[C:9]2[CH:10]=[C:11]([CH:14]=[CH:15][CH:16]=2)[C:12]#[N:13])[CH:21]=[CH:22][C:23]=1[CH3:24], predict the reactants needed to synthesize it. The reactants are: [CH:1]([C:3]1[CH:4]=[N:5][CH:6]=[CH:7][C:8]=1[C:9]1[CH:10]=[C:11]([CH:14]=[CH:15][CH:16]=1)[C:12]#[N:13])=[O:2].[F:17][C:18]1[CH:19]=[C:20]([Mg]Br)[CH:21]=[CH:22][C:23]=1[CH3:24]. (4) Given the product [CH2:21]([N:18]1[C:19](=[O:20])[C:14]2[CH2:13][N:12]([C:10]([C:7]3[CH:8]=[CH:9][C:4]([C:3]([N:57]([CH3:58])[CH3:56])=[O:40])=[CH:5][CH:6]=3)=[O:11])[CH2:39][CH2:38][C:15]=2[N:16]=[C:17]1[NH:25][C@H:26]([C:28]1[CH:33]=[CH:32][C:31]([C:34]([F:36])([F:35])[F:37])=[CH:30][CH:29]=1)[CH3:27])[CH2:22][C:23]#[CH:24], predict the reactants needed to synthesize it. The reactants are: CO[C:3](=[O:40])[C:4]1[CH:9]=[CH:8][C:7]([C:10]([N:12]2[CH2:39][CH2:38][C:15]3[N:16]=[C:17]([NH:25][C@H:26]([C:28]4[CH:33]=[CH:32][C:31]([C:34]([F:37])([F:36])[F:35])=[CH:30][CH:29]=4)[CH3:27])[N:18]([CH2:21][CH2:22][C:23]#[CH:24])[C:19](=[O:20])[C:14]=3[CH2:13]2)=[O:11])=[CH:6][CH:5]=1.[OH-].[Na+].[Cl-].[NH4+].C1C=CC2N(O)N=NC=2C=1.C[CH2:56][N:57]=[C:58]=NCCCN(C)C.Cl.CNC.